This data is from Catalyst prediction with 721,799 reactions and 888 catalyst types from USPTO. The task is: Predict which catalyst facilitates the given reaction. Reactant: C[O:2][C:3]([C:5]1[CH:6]=[C:7]2[NH:13][N:12]=[CH:11][C:8]2=[N:9][CH:10]=1)=[O:4].[OH-].[Na+].Cl. Product: [NH:13]1[C:7]2[C:8](=[N:9][CH:10]=[C:5]([C:3]([OH:4])=[O:2])[CH:6]=2)[CH:11]=[N:12]1. The catalyst class is: 6.